This data is from Peptide-MHC class II binding affinity with 134,281 pairs from IEDB. The task is: Regression. Given a peptide amino acid sequence and an MHC pseudo amino acid sequence, predict their binding affinity value. This is MHC class II binding data. (1) The peptide sequence is AKAFAYYIEPQHRDVLQLYA. The MHC is DRB1_1301 with pseudo-sequence DRB1_1301. The binding affinity (normalized) is 0.797. (2) The peptide sequence is PGKYTAYEGQRVVFIQ. The MHC is DRB1_0701 with pseudo-sequence DRB1_0701. The binding affinity (normalized) is 0.706. (3) The peptide sequence is RRAEPAADGVGAVSRDL. The MHC is HLA-DPA10201-DPB10101 with pseudo-sequence HLA-DPA10201-DPB10101. The binding affinity (normalized) is 0. (4) The peptide sequence is LTEWTSSNVMEERY. The MHC is DRB1_0301 with pseudo-sequence DRB1_0301. The binding affinity (normalized) is 0. (5) The peptide sequence is EKKYFAATQFEPLTA. The MHC is HLA-DPA10201-DPB10501 with pseudo-sequence HLA-DPA10201-DPB10501. The binding affinity (normalized) is 0.830. (6) The peptide sequence is KVSDDITYVATATLP. The binding affinity (normalized) is 0.295. The MHC is HLA-DQA10301-DQB10302 with pseudo-sequence HLA-DQA10301-DQB10302.